This data is from Full USPTO retrosynthesis dataset with 1.9M reactions from patents (1976-2016). The task is: Predict the reactants needed to synthesize the given product. (1) The reactants are: [C:1]([O:4][CH2:5][C@@H:6]1[CH2:10][CH2:9][CH2:8][N:7]1[C:11](=[O:63])[C:12]1[CH:17]=[C:16]([O:18][CH3:19])[C:15]([O:20][CH2:21][CH2:22][CH2:23][CH2:24][CH2:25][C:26]([N:28]2[C:36]3[CH:35]=[C:34]([O:37][P:38]([O:45][C:46]([CH3:49])([CH3:48])[CH3:47])([O:40][C:41]([CH3:44])([CH3:43])[CH3:42])=[O:39])[C:33]4[CH:50]=[CH:51][CH:52]=[CH:53][C:32]=4[C:31]=3[C@H:30]([CH2:54][Cl:55])[CH2:29]2)=[O:27])=[CH:14][C:13]=1[NH:56]C(OCC=C)=O)(=[O:3])[CH3:2].N1CCCC1. Given the product [C:1]([O:4][CH2:5][C@@H:6]1[CH2:10][CH2:9][CH2:8][N:7]1[C:11](=[O:63])[C:12]1[CH:17]=[C:16]([O:18][CH3:19])[C:15]([O:20][CH2:21][CH2:22][CH2:23][CH2:24][CH2:25][C:26]([N:28]2[C:36]3[CH:35]=[C:34]([O:37][P:38]([O:45][C:46]([CH3:47])([CH3:48])[CH3:49])([O:40][C:41]([CH3:42])([CH3:43])[CH3:44])=[O:39])[C:33]4[CH:50]=[CH:51][CH:52]=[CH:53][C:32]=4[C:31]=3[C@H:30]([CH2:54][Cl:55])[CH2:29]2)=[O:27])=[CH:14][C:13]=1[NH2:56])(=[O:3])[CH3:2], predict the reactants needed to synthesize it. (2) Given the product [OH:6][C@H:5]([CH2:4][OH:3])[CH2:7][N:8]1[CH2:12][C:11]2[CH:13]=[C:14]([C:17]3[C:25]4[C:20](=[CH:21][C:22]([F:26])=[CH:23][CH:24]=4)[NH:19][CH:18]=3)[CH:15]=[CH:16][C:10]=2[S:9]1(=[O:35])=[O:34], predict the reactants needed to synthesize it. The reactants are: CC1(C)[O:6][C@@H:5]([CH2:7][N:8]2[CH2:12][C:11]3[CH:13]=[C:14]([C:17]4[C:25]5[C:20](=[CH:21][C:22]([F:26])=[CH:23][CH:24]=5)[N:19](C(OC(C)(C)C)=O)[CH:18]=4)[CH:15]=[CH:16][C:10]=3[S:9]2(=[O:35])=[O:34])[CH2:4][O:3]1.FC(F)(F)C(O)=O. (3) The reactants are: C[N:2]1[C:10]2[C:5](=[CH:6][CH:7]=[C:8]([NH2:11])[CH:9]=2)[CH:4]=[CH:3]1.[C:12](Cl)(=[O:16])[CH:13]([CH3:15])[CH3:14].C(OCC)(=O)C. Given the product [NH:2]1[C:10]2[C:5](=[CH:6][CH:7]=[C:8]([NH:11][C:12](=[O:16])[CH:13]([CH3:15])[CH3:14])[CH:9]=2)[CH:4]=[CH:3]1, predict the reactants needed to synthesize it. (4) Given the product [N:18]1([S:22]([NH:25][C:26](=[O:36])[C:27]2[CH:32]=[C:31]([Cl:33])[C:30]([O:11][CH2:10][CH:7]3[CH2:6][CH2:5][C:4]4([CH2:1][CH2:2][CH2:3]4)[CH2:9][CH2:8]3)=[CH:29][C:28]=2[F:35])(=[O:24])=[O:23])[CH2:21][CH2:20][CH2:19]1, predict the reactants needed to synthesize it. The reactants are: [CH2:1]1[C:4]2([CH2:9][CH2:8][CH:7]([CH2:10][OH:11])[CH2:6][CH2:5]2)[CH2:3][CH2:2]1.CC(C)([O-])C.[K+].[N:18]1([S:22]([NH:25][C:26](=[O:36])[C:27]2[CH:32]=[C:31]([Cl:33])[C:30](F)=[CH:29][C:28]=2[F:35])(=[O:24])=[O:23])[CH2:21][CH2:20][CH2:19]1. (5) Given the product [OH:70][C:41]([CH2:42][CH2:43][CH2:44][CH2:45][C@H:46]1[C@@H:53]2[C@@H:49]([NH:50][C:51]([NH:52]2)=[O:54])[CH2:48][S:47]1)=[O:55], predict the reactants needed to synthesize it. The reactants are: SCCCCCCCCCCCOCCOCCOCCOC1C=CC(OCC(NCCOCCOCCN[C:41](=[O:55])[CH2:42][CH2:43][CH2:44][CH2:45][CH:46]2[CH:53]3[CH:49]([NH:50][C:51](=[O:54])[NH:52]3)[CH2:48][S:47]2)=O)=CC=1.SCCCCCCCCCCC[O:70]CCOCCOCCO. (6) Given the product [NH2:1][C:2]1[N:3]=[C:4]([C:21]2[CH:26]=[CH:25][CH:24]=[CH:23][CH:22]=2)[C:5]([C:11]2[CH:12]=[CH:13][C:14](=[O:20])[N:15]([CH:17]([CH3:19])[CH3:18])[N:16]=2)=[C:6]([NH:34][CH2:33][C:28]2[CH:29]=[CH:30][CH:31]=[CH:32][N:27]=2)[N:7]=1, predict the reactants needed to synthesize it. The reactants are: [NH2:1][C:2]1[N:7]=[C:6](S(C)=O)[C:5]([C:11]2[CH:12]=[CH:13][C:14](=[O:20])[N:15]([CH:17]([CH3:19])[CH3:18])[N:16]=2)=[C:4]([C:21]2[CH:26]=[CH:25][CH:24]=[CH:23][CH:22]=2)[N:3]=1.[N:27]1[CH:32]=[CH:31][CH:30]=[CH:29][C:28]=1[CH2:33][NH2:34]. (7) Given the product [C:21]1([CH:20]2[C:5]3[NH:6][C:7]4[C:12](=[CH:11][CH:10]=[CH:9][CH:8]=4)[C:4]=3[CH2:3][CH2:2][NH:1]2)[CH:26]=[CH:25][CH:24]=[CH:23][CH:22]=1, predict the reactants needed to synthesize it. The reactants are: [NH2:1][CH2:2][CH2:3][C:4]1[C:12]2[C:7](=[CH:8][CH:9]=[CH:10][CH:11]=2)[NH:6][CH:5]=1.FC(F)(F)C(O)=O.[CH:20](=O)[C:21]1[CH:26]=[CH:25][CH:24]=[CH:23][CH:22]=1. (8) Given the product [Cl:5][C:6]1[N:20]=[CH:19][C:9]2[C:10]3[N:11]([CH:15]=[C:16]([CH:23]=[O:24])[N:17]=3)[CH2:12][CH2:13][O:14][C:8]=2[CH:7]=1, predict the reactants needed to synthesize it. The reactants are: C([Mg]Br)C.[Cl:5][C:6]1[N:20]=[CH:19][C:9]2[C:10]3[N:11]([CH:15]=[C:16](I)[N:17]=3)[CH2:12][CH2:13][O:14][C:8]=2[CH:7]=1.CN(C)[CH:23]=[O:24]. (9) Given the product [S:48]([OH:51])(=[O:50])(=[O:49])[CH3:47].[NH2:1][CH2:2][CH2:3][CH2:4][N:5]([C@@H:15]([C:19]1[N:28]([CH2:29][C:30]2[CH:31]=[CH:32][CH:33]=[CH:34][CH:35]=2)[C:27](=[O:36])[C:26]2[C:21](=[CH:22][C:23]([Cl:37])=[CH:24][CH:25]=2)[N:20]=1)[CH:16]([CH3:17])[CH3:18])[C:6](=[O:14])[C:7]1[CH:8]=[CH:9][C:10]([CH3:13])=[CH:11][CH:12]=1, predict the reactants needed to synthesize it. The reactants are: [NH2:1][CH2:2][CH2:3][CH2:4][N:5]([C@@H:15]([C:19]1[N:28]([CH2:29][C:30]2[CH:35]=[CH:34][CH:33]=[CH:32][CH:31]=2)[C:27](=[O:36])[C:26]2[C:21](=[CH:22][C:23]([Cl:37])=[CH:24][CH:25]=2)[N:20]=1)[CH:16]([CH3:18])[CH3:17])[C:6](=[O:14])[C:7]1[CH:12]=[CH:11][C:10]([CH3:13])=[CH:9][CH:8]=1.C(N)(=O)C1C=CC=CC=1.[CH3:47][S:48]([OH:51])(=[O:50])=[O:49]. (10) Given the product [CH2:1]([N:8]([C@@H:9]([CH2:12][C:13]1[CH:14]=[CH:15][C:16]([N+:19]([O-:21])=[O:20])=[CH:17][CH:18]=1)[CH2:10][OH:11])[CH2:32][C@H:30]([OH:31])[CH2:29][O:22][C:23]1[CH:28]=[CH:27][CH:26]=[CH:25][CH:24]=1)[C:2]1[CH:3]=[CH:4][CH:5]=[CH:6][CH:7]=1, predict the reactants needed to synthesize it. The reactants are: [CH2:1]([NH:8][C@@H:9]([CH2:12][C:13]1[CH:18]=[CH:17][C:16]([N+:19]([O-:21])=[O:20])=[CH:15][CH:14]=1)[CH2:10][OH:11])[C:2]1[CH:7]=[CH:6][CH:5]=[CH:4][CH:3]=1.[O:22]([CH2:29][C@@H:30]1[CH2:32][O:31]1)[C:23]1[CH:28]=[CH:27][CH:26]=[CH:25][CH:24]=1.